This data is from Catalyst prediction with 721,799 reactions and 888 catalyst types from USPTO. The task is: Predict which catalyst facilitates the given reaction. (1) Product: [CH2:20]([Sn:15]([CH2:11][CH2:12][CH2:13][CH3:14])([CH2:16][CH2:17][CH2:18][CH3:19])[C:5]1[S:6][CH:7]=[C:8]2[O:9][CH2:10][CH2:2][O:3][C:4]=12)[CH2:21][CH2:22][CH3:23]. Reactant: [Li].[CH2:2]1[CH2:10][O:9][C:8]2[C:4](=[CH:5][S:6][CH:7]=2)[O:3]1.[CH2:11]([Sn:15](Cl)([CH2:20][CH2:21][CH2:22][CH3:23])[CH2:16][CH2:17][CH2:18][CH3:19])[CH2:12][CH2:13][CH3:14].[F-].[Na+]. The catalyst class is: 305. (2) Reactant: N1C=CC=CC=1.[F:7][C:8]([F:21])([F:20])[S:9]([O:12]S(C(F)(F)F)(=O)=O)(=[O:11])=[O:10].O[C:23]1[CH:32]=[CH:31][CH:30]=[C:29]2[C:24]=1[CH2:25][CH2:26][C:27](=[O:33])[NH:28]2. Product: [F:7][C:8]([F:21])([F:20])[S:9]([O:12][C:23]1[CH:32]=[CH:31][CH:30]=[C:29]2[C:24]=1[CH2:25][CH2:26][C:27](=[O:33])[NH:28]2)(=[O:11])=[O:10]. The catalyst class is: 4. (3) Reactant: F[C:2]([F:7])([F:6])[C:3](O)=O.[CH3:8][S:9]([C:12]1[CH:17]=[CH:16][C:15]([C:18]2[CH:23]=[CH:22][C:21]([O:24][CH2:25][CH:26]3[CH2:31][CH2:30][NH:29][CH2:28][CH2:27]3)=[CH:20][CH:19]=2)=[CH:14][CH:13]=1)(=[O:11])=[O:10].[CH3:32]S(C1C=CC(C2C=CC(OCC3CCN(CC(=O)C)CC3)=CC=2)=CC=1)(=O)=O.ClCC(=O)C.C([O-])([O-])=O.[K+].[K+]. Product: [F:6][C:2]([F:7])([CH3:32])[CH2:3][N:29]1[CH2:30][CH2:31][CH:26]([CH2:25][O:24][C:21]2[CH:22]=[CH:23][C:18]([C:15]3[CH:14]=[CH:13][C:12]([S:9]([CH3:8])(=[O:11])=[O:10])=[CH:17][CH:16]=3)=[CH:19][CH:20]=2)[CH2:27][CH2:28]1. The catalyst class is: 144. (4) Reactant: [C:1]1([CH2:7][CH2:8][CH2:9][CH2:10][CH2:11][C:12](=O)[CH2:13][C:14]([O:16]CC)=[O:15])[CH:6]=[CH:5][CH:4]=[CH:3][CH:2]=1.[N:20]([C:23]1[CH:33]=[CH:32][C:26]([C:27]([NH:29][CH2:30][CH3:31])=[O:28])=[CH:25][CH:24]=1)=[N+:21]=[N-:22].[O-]CC.[Na+].O. Product: [CH2:30]([NH:29][C:27]([C:26]1[CH:32]=[CH:33][C:23]([N:20]2[C:12]([CH2:11][CH2:10][CH2:9][CH2:8][CH2:7][C:1]3[CH:2]=[CH:3][CH:4]=[CH:5][CH:6]=3)=[C:13]([C:14]([OH:16])=[O:15])[N:22]=[N:21]2)=[CH:24][CH:25]=1)=[O:28])[CH3:31]. The catalyst class is: 8. (5) Reactant: [CH3:1][N:2]([CH3:16])[C:3](=[O:15])[CH2:4][C:5]1[CH:10]=[C:9]([CH:11]2[CH2:13][CH2:12]2)[CH:8]=[CH:7][C:6]=1Br.[F:17][C:18]1[CH:24]=[C:23]([C:25]2[CH:30]=[CH:29][C:28]([F:31])=[CH:27][CH:26]=2)[CH:22]=[CH:21][C:19]=1[NH2:20].C([O-])([O-])=O.[K+].[K+]. Product: [CH3:1][N:2]([CH3:16])[C:3](=[O:15])[CH2:4][C:5]1[CH:10]=[C:9]([CH:11]2[CH2:13][CH2:12]2)[CH:8]=[CH:7][C:6]=1[NH:20][C:19]1[CH:21]=[CH:22][C:23]([C:25]2[CH:26]=[CH:27][C:28]([F:31])=[CH:29][CH:30]=2)=[CH:24][C:18]=1[F:17]. The catalyst class is: 205. (6) The catalyst class is: 73. Reactant: Cl[C:2]1[CH:3]=[C:4]([C:9]2[N:13]3[C:14]4[N:22]=[C:21]([O:23][CH3:24])[CH:20]=[CH:19][C:15]=4[N:16]=[C:17]([CH3:18])[C:12]3=[C:11]([CH3:25])[N:10]=2)[CH:5]=[C:6](Cl)[CH:7]=1.[CH:26]([NH:29][C:30](C1C=C(B(O)O)C=CC=1)=[O:31])([CH3:28])[CH3:27].C([O-])([O-])=O.[K+].[K+]. Product: [CH:26]([NH:29][C:30](=[O:31])[C:6]1[CH:7]=[CH:2][CH:3]=[C:4]([C:9]2[N:13]3[C:14]4[N:22]=[C:21]([O:23][CH3:24])[CH:20]=[CH:19][C:15]=4[N:16]=[C:17]([CH3:18])[C:12]3=[C:11]([CH3:25])[N:10]=2)[CH:5]=1)([CH3:28])[CH3:27].